From a dataset of CYP2C9 inhibition data for predicting drug metabolism from PubChem BioAssay. Regression/Classification. Given a drug SMILES string, predict its absorption, distribution, metabolism, or excretion properties. Task type varies by dataset: regression for continuous measurements (e.g., permeability, clearance, half-life) or binary classification for categorical outcomes (e.g., BBB penetration, CYP inhibition). Dataset: cyp2c9_veith. (1) The compound is COC(=O)C1=C(C)NC(C)=C([N+](=O)[O-])[C@H]1c1ccccc1C(F)(F)F. The result is 1 (inhibitor). (2) The drug is CC(C)(C)NC(=O)Cn1nnc(-c2ccccc2NC(=O)c2cnccn2)n1. The result is 0 (non-inhibitor). (3) The molecule is COc1ccc(/C=N/NC(=O)CCCOc2ccc(Cl)cc2Cl)cc1[N+](=O)[O-]. The result is 1 (inhibitor). (4) The compound is CCc1ccc(OCCNC(=O)c2cc(SC)ccc2Cl)cc1. The result is 1 (inhibitor). (5) The compound is CCCC/C=C/C(NC(=O)c1ccc(-c2ccccc2)cc1)c1ccccc1. The result is 0 (non-inhibitor). (6) The drug is COc1ccc(S(=O)(=O)Nc2ccc(F)cc2)c(C)c1C. The result is 1 (inhibitor). (7) The compound is Cc1nc(N=Nc2ccc(S(=O)(=O)[O-])cc2S(=O)(=O)[O-])c(COP(=O)([O-])[O-])c(C=O)c1O.[Na+].[Na+].[Na+].[Na+]. The result is 0 (non-inhibitor). (8) The compound is O=S(=O)(Nc1ccc(Cc2ccncc2)cc1)c1ccc(Cl)c(Cl)c1. The result is 1 (inhibitor).